From a dataset of Forward reaction prediction with 1.9M reactions from USPTO patents (1976-2016). Predict the product of the given reaction. Given the reactants [CH2:1]([N:4]([C:12]1[C:13](Br)=[N:14][CH:15]=[CH:16][CH:17]=1)[C:5](=[O:11])[O:6][C:7]([CH3:10])([CH3:9])[CH3:8])[CH:2]=C.C1C=CC(P(C2C=CC=CC=2)C2C=CC=CC=2)=CC=1.CC([O-])=[O:40].[K+], predict the reaction product. The product is: [O:40]=[C:2]1[C:13]2=[N:14][CH:15]=[CH:16][CH:17]=[C:12]2[N:4]([C:5]([O:6][C:7]([CH3:8])([CH3:9])[CH3:10])=[O:11])[CH2:1]1.